From a dataset of Forward reaction prediction with 1.9M reactions from USPTO patents (1976-2016). Predict the product of the given reaction. (1) Given the reactants [N:1]12[CH2:8][CH2:7][CH:4]([CH2:5][CH2:6]1)[C@@H:3]([O:9][C:10]1[N:15]=[N:14][C:13]([C:16]3[CH:21]=[CH:20][C:19]([NH2:22])=[C:18]([N+:23]([O-])=O)[CH:17]=3)=[CH:12][CH:11]=1)[CH2:2]2, predict the reaction product. The product is: [N:1]12[CH2:8][CH2:7][CH:4]([CH2:5][CH2:6]1)[C@@H:3]([O:9][C:10]1[N:15]=[N:14][C:13]([C:16]3[CH:17]=[C:18]([NH2:23])[C:19]([NH2:22])=[CH:20][CH:21]=3)=[CH:12][CH:11]=1)[CH2:2]2. (2) Given the reactants C[O:2][C:3](=O)[C:4]([C:6]1[C:16]2=[C:17]3[C:12](=[CH:13][CH:14]=[CH:15]2)[CH2:11][CH:10]([CH2:18][OH:19])[CH2:9][N:8]3[CH:7]=1)=O.[F:21][C:22]([F:37])([F:36])[C:23]1[CH:31]=[C:30]2[C:26]([C:27]([CH2:32][C:33]([NH2:35])=[O:34])=[CH:28][NH:29]2)=[CH:25][CH:24]=1, predict the reaction product. The product is: [OH:19][CH2:18][CH:10]1[CH2:11][C:12]2[C:17]3=[C:16]([C:6]([CH:4]4[CH:32]([C:27]5[C:26]6[C:30](=[CH:31][C:23]([C:22]([F:36])([F:21])[F:37])=[CH:24][CH:25]=6)[NH:29][CH:28]=5)[C:33](=[O:34])[NH:35][C:3]4=[O:2])=[CH:7][N:8]3[CH2:9]1)[CH:15]=[CH:14][CH:13]=2. (3) Given the reactants Cl.O[N:3]=[C:4]1[C:12]2[C:7](=[CH:8][CH:9]=[C:10]([C:13]([O:15][CH3:16])=[O:14])[CH:11]=2)[C:6]([CH3:18])([CH3:17])[CH2:5]1.C(N(CC)CC)C.[CH3:26][C:27]([O:30][C:31](O[C:31]([O:30][C:27]([CH3:29])([CH3:28])[CH3:26])=[O:32])=[O:32])([CH3:29])[CH3:28], predict the reaction product. The product is: [C:27]([O:30][C:31]([NH:3][CH:4]1[C:12]2[C:7](=[CH:8][CH:9]=[C:10]([C:13]([O:15][CH3:16])=[O:14])[CH:11]=2)[C:6]([CH3:18])([CH3:17])[CH2:5]1)=[O:32])([CH3:29])([CH3:28])[CH3:26].